Task: Predict the product of the given reaction.. Dataset: Forward reaction prediction with 1.9M reactions from USPTO patents (1976-2016) (1) The product is: [N+:22]([O-:25])([O-:24])=[O:23].[F:1][C:2]1[CH:7]=[CH:6][C:5]([C:8]2[S:9][C:10]([C:13]([C:16]3[CH:17]=[CH:18][NH+:19]=[CH:20][CH:21]=3)([OH:15])[CH3:14])=[CH:11][N:12]=2)=[CH:4][CH:3]=1. Given the reactants [F:1][C:2]1[CH:7]=[CH:6][C:5]([C:8]2[S:9][C:10]([C:13]([C:16]3[CH:21]=[CH:20][N:19]=[CH:18][CH:17]=3)([OH:15])[CH3:14])=[CH:11][N:12]=2)=[CH:4][CH:3]=1.[N+:22]([O-:25])([OH:24])=[O:23], predict the reaction product. (2) Given the reactants [NH2:1][C:2]1[CH:10]=[CH:9][CH:8]=[C:7]([F:11])[C:3]=1[C:4]([NH2:6])=[O:5].[CH2:12](OC(OCC)OCC)C, predict the reaction product. The product is: [F:11][C:7]1[CH:8]=[CH:9][CH:10]=[C:2]2[C:3]=1[C:4](=[O:5])[NH:6][CH:12]=[N:1]2. (3) The product is: [CH3:26][C:15]1([CH2:14][N:11]2[CH2:10][CH2:9][N:8]([CH2:6][C:43]([NH:45][C:46]3[CH:47]=[CH:48][C:49]([C:52]([F:53])([F:54])[F:55])=[CH:50][CH:51]=3)=[O:44])[CH2:13][CH2:12]2)[O:19][C:18]2=[N:20][C:21]([N+:23]([O-:25])=[O:24])=[CH:22][N:17]2[CH2:16]1. Given the reactants C(O[C:6]([N:8]1[CH2:13][CH2:12][N:11]([CH2:14][C:15]2([CH3:26])[O:19][C:18]3=[N:20][C:21]([N+:23]([O-:25])=[O:24])=[CH:22][N:17]3[CH2:16]2)[CH2:10][CH2:9]1)=O)(C)(C)C.FC(F)(F)C(O)=O.C(N(CC)CC)C.BrC[C:43]([NH:45][C:46]1[CH:51]=[CH:50][C:49]([C:52]([F:55])([F:54])[F:53])=[CH:48][CH:47]=1)=[O:44].C(=O)([O-])[O-].[K+].[K+].[I-].[Na+], predict the reaction product. (4) The product is: [C:1]([O:6][CH2:16][CH2:15][CH2:14][CH2:13][OH:23])(=[O:5])[CH2:2][CH2:3][CH2:4][CH2:8][CH2:9][CH2:10][CH2:11][CH2:12][CH3:25]. Given the reactants [CH:1]([OH:6])([OH:5])[CH2:2][CH2:3][CH3:4].N1[CH:12]=[CH:11][CH:10]=[CH:9][CH:8]=1.[C:13](Cl)(=[O:23])[CH2:14][CH2:15][CH2:16]CCCCCC.[CH2:25](Cl)Cl, predict the reaction product. (5) Given the reactants [NH2:1][C@H:2]([C:5]1[S:6][C:7]([C:10]2[CH:15]=[CH:14][CH:13]=[C:12]([NH:16][C:17]3[CH:22]=[C:21]([CH3:23])[CH:20]=[CH:19][N:18]=3)[N:11]=2)=[CH:8][N:9]=1)[CH2:3][OH:4].C(N(CC)CC)C.Cl[C:32](Cl)([O:34]C(=O)OC(Cl)(Cl)Cl)Cl.O, predict the reaction product. The product is: [CH3:23][C:21]1[CH:20]=[CH:19][N:18]=[C:17]([NH:16][C:12]2[N:11]=[C:10]([C:7]3[S:6][C:5]([C@@H:2]4[CH2:3][O:4][C:32](=[O:34])[NH:1]4)=[N:9][CH:8]=3)[CH:15]=[CH:14][CH:13]=2)[CH:22]=1. (6) Given the reactants [H-].[Al+3].[Li+].[H-].[H-].[H-].[CH3:7][O:8][C:9]([F:18])([F:17])[C:10]([F:16])([F:15])[C:11](OC)=[O:12].Cl, predict the reaction product. The product is: [CH3:7][O:8][C:9]([F:18])([F:17])[C:10]([F:16])([F:15])[CH2:11][OH:12]. (7) Given the reactants [C:1](Cl)(=[O:3])[CH3:2].[Cl:5][C:6]1[CH:7]=[CH:8][C:9]2[N:15]([CH2:16][C:17]([CH3:21])([CH3:20])[CH2:18][OH:19])[C:14](=[O:22])[C@@H:13]([CH2:23][C:24]([NH:26][CH2:27][CH2:28][C:29]3[O:30][CH:31]=[CH:32][C:33]=3[C:34]([OH:36])=[O:35])=[O:25])[O:12][C@H:11]([C:37]3[CH:42]=[CH:41][CH:40]=[C:39]([O:43][CH3:44])[C:38]=3[O:45][CH3:46])[C:10]=2[CH:47]=1.N1C=CC=CC=1, predict the reaction product. The product is: [C:1]([O:19][CH2:18][C:17]([CH3:20])([CH3:21])[CH2:16][N:15]1[C:9]2[CH:8]=[CH:7][C:6]([Cl:5])=[CH:47][C:10]=2[C@@H:11]([C:37]2[CH:42]=[CH:41][CH:40]=[C:39]([O:43][CH3:44])[C:38]=2[O:45][CH3:46])[O:12][C@H:13]([CH2:23][C:24]([NH:26][CH2:27][CH2:28][C:29]2[O:30][CH:31]=[CH:32][C:33]=2[C:34]([OH:36])=[O:35])=[O:25])[C:14]1=[O:22])(=[O:3])[CH3:2].